This data is from Full USPTO retrosynthesis dataset with 1.9M reactions from patents (1976-2016). The task is: Predict the reactants needed to synthesize the given product. (1) Given the product [CH2:40]([C:42]1[CH:47]=[C:46]([C:48]2[CH2:49][CH2:50][N:51]([C:4](=[O:6])[CH2:3][C:1]#[N:2])[CH2:52][CH:53]=2)[CH:45]=[CH:44][C:43]=1[N:54]([CH3:65])[C:55]1[N:60]=[CH:59][C:58]2[N:61]=[CH:62][N:63]([CH3:64])[C:57]=2[CH:56]=1)[CH3:41], predict the reactants needed to synthesize it. The reactants are: [C:1]([CH2:3][C:4]([OH:6])=O)#[N:2].F[P-](F)(F)(F)(F)F.N1(OC(N(C)C)=[N+](C)C)C2N=CC=CC=2N=N1.C(N(CC)C(C)C)(C)C.[CH2:40]([C:42]1[CH:47]=[C:46]([C:48]2[CH2:49][CH2:50][NH:51][CH2:52][CH:53]=2)[CH:45]=[CH:44][C:43]=1[N:54]([CH3:65])[C:55]1[N:60]=[CH:59][C:58]2[N:61]=[CH:62][N:63]([CH3:64])[C:57]=2[CH:56]=1)[CH3:41]. (2) Given the product [CH:1]([N:5]1[C:10]2[N:11]=[C:12]([NH:28][CH:29]([CH2:32][OH:33])[CH2:30][OH:31])[N:13]=[C:14]([C:15]3[CH:20]=[CH:19][C:18]([F:21])=[CH:17][C:16]=3[CH3:22])[C:9]=2[CH:8]=[CH:7][C:6]1=[O:27])([CH2:3][CH3:4])[CH3:2], predict the reactants needed to synthesize it. The reactants are: [CH:1]([N:5]1[C:10]2[N:11]=[C:12](S(C)(=O)=O)[N:13]=[C:14]([C:15]3[CH:20]=[CH:19][C:18]([F:21])=[CH:17][C:16]=3[CH3:22])[C:9]=2[CH:8]=[CH:7][C:6]1=[O:27])([CH2:3][CH3:4])[CH3:2].[NH2:28][CH:29]([CH2:32][OH:33])[CH2:30][OH:31]. (3) Given the product [Cl:17][C:18]1[CH:23]=[CH:22][CH:21]=[CH:20][C:19]=1[CH:24]1[C:29]([C:30]#[N:31])=[C:28](/[CH:32]=[CH:11]/[C:12]([O:14][CH2:15][CH3:16])=[O:13])[NH:27][C:26]2=[N:34][NH:35][CH:36]=[C:25]12, predict the reactants needed to synthesize it. The reactants are: [H-].[Na+].C(OP([CH2:11][C:12]([O:14][CH2:15][CH3:16])=[O:13])(OCC)=O)C.[Cl:17][C:18]1[CH:23]=[CH:22][CH:21]=[CH:20][C:19]=1[CH:24]1[C:29]([C:30]#[N:31])=[C:28]([CH:32]=O)[NH:27][C:26]2=[N:34][NH:35][CH:36]=[C:25]12.O.